Dataset: Forward reaction prediction with 1.9M reactions from USPTO patents (1976-2016). Task: Predict the product of the given reaction. (1) Given the reactants C1(N[C:7]2[C:12]([CH3:13])=[C:11]([CH3:14])[N:10]=[C:9]([NH:15][CH2:16][C:17]3[CH:22]=[CH:21][CH:20]=[CH:19][N:18]=3)[N:8]=2)CCCC1.[NH2:23][CH:24]1[CH2:29][CH2:28][CH2:27][CH:26]([OH:30])[CH2:25]1, predict the reaction product. The product is: [CH3:13][C:12]1[C:7]([NH:23][CH:24]2[CH2:29][CH2:28][CH2:27][CH:26]([OH:30])[CH2:25]2)=[N:8][C:9]([NH:15][CH2:16][C:17]2[CH:22]=[CH:21][CH:20]=[CH:19][N:18]=2)=[N:10][C:11]=1[CH3:14]. (2) Given the reactants C([O:3][C:4](=O)[CH2:5][C:6]1[C:14]2[C:9](=[CH:10][CH:11]=[C:12]([CH2:15][N:16]([CH3:18])[CH3:17])[CH:13]=2)[NH:8][C:7]=1[C:19]([F:22])([F:21])[F:20])C.[NH3:24], predict the reaction product. The product is: [CH3:17][N:16]([CH2:15][C:12]1[CH:13]=[C:14]2[C:9](=[CH:10][CH:11]=1)[NH:8][C:7]([C:19]([F:22])([F:21])[F:20])=[C:6]2[CH2:5][C:4]([NH2:24])=[O:3])[CH3:18]. (3) Given the reactants [CH:1]([C:3]1[CH:4]=[N:5][N:6]2[CH:11]=[CH:10][C:9]([C:12]#[N:13])=[CH:8][C:7]=12)=O.S(O)(O)(=O)=O.[CH3:19][NH:20][NH2:21].N1C(C)=CC=CC=1C.[F:30][C:31]1[CH:36]=[CH:35][C:34]([N+:37]([O-:39])=[O:38])=[CH:33][C:32]=1[S:40](Cl)(=[O:42])=[O:41], predict the reaction product. The product is: [C:12]([C:9]1[CH:10]=[CH:11][N:6]2[N:5]=[CH:4][C:3]([CH:1]=[N:21][N:20]([CH3:19])[S:40]([C:32]3[CH:33]=[C:34]([N+:37]([O-:39])=[O:38])[CH:35]=[CH:36][C:31]=3[F:30])(=[O:42])=[O:41])=[C:7]2[CH:8]=1)#[N:13]. (4) The product is: [N+:2]([O-:5])([O-:4])=[O:3].[NH4+:1].[S:6]([O-:10])([O-:9])(=[O:8])=[O:7].[NH4+:2].[NH4+:2]. Given the reactants [NH3:1].[N+:2]([O-:5])([OH:4])=[O:3].[S:6]([O-:10])([O-:9])(=[O:8])=[O:7].[NH4+].[NH4+], predict the reaction product. (5) Given the reactants CO[C:3](=[O:22])[C@@H:4]([NH:14][C:15]([O:17][C:18]([CH3:21])([CH3:20])[CH3:19])=[O:16])[CH2:5][C@H:6]([CH3:13])[CH2:7][CH2:8][O:9][CH2:10][CH:11]=[CH2:12].[Cl:23][CH2:24]I.[Li+].CC([N-]C(C)C)C.C(O)(=O)C.[Cl-].[Na+], predict the reaction product. The product is: [C:18]([O:17][C:15](=[O:16])[NH:14][C@H:4]([C:3](=[O:22])[CH2:24][Cl:23])[CH2:5][C@H:6]([CH3:13])[CH2:7][CH2:8][O:9][CH2:10][CH:11]=[CH2:12])([CH3:19])([CH3:20])[CH3:21]. (6) Given the reactants Cl[C:2]1[CH:11]=[CH:10][N:9]=[C:8]2[C:3]=1[CH:4]=[CH:5][C:6]([CH3:12])=[N:7]2.[F:13][C:14]1[CH:19]=[CH:18][C:17]([S:20][C:21]2[CH:26]=[CH:25][C:24]([CH3:27])=[CH:23][C:22]=2[NH2:28])=[CH:16][CH:15]=1, predict the reaction product. The product is: [F:13][C:14]1[CH:19]=[CH:18][C:17]([S:20][C:21]2[CH:26]=[CH:25][C:24]([CH3:27])=[CH:23][C:22]=2[NH:28][C:2]2[C:3]3[C:8](=[N:7][C:6]([CH3:12])=[CH:5][CH:4]=3)[N:9]=[CH:10][CH:11]=2)=[CH:16][CH:15]=1. (7) The product is: [C:1]([C:3]1[CH:4]=[C:5]([CH:26]=[CH:27][CH:28]=1)[C:6]([NH:8][C:9]1[C:10]([NH2:23])=[CH:11][C:12]([O:15][Si:16]([CH3:21])([CH3:22])[C:17]([CH3:20])([CH3:19])[CH3:18])=[CH:13][CH:14]=1)=[O:7])#[N:2]. Given the reactants [C:1]([C:3]1[CH:4]=[C:5]([CH:26]=[CH:27][CH:28]=1)[C:6]([NH:8][C:9]1[CH:14]=[CH:13][C:12]([O:15][Si:16]([CH3:22])([CH3:21])[C:17]([CH3:20])([CH3:19])[CH3:18])=[CH:11][C:10]=1[N+:23]([O-])=O)=[O:7])#[N:2].CCO, predict the reaction product. (8) The product is: [CH2:15]([O:14][C:13]1[C:12](=[O:22])[N:11]=[C:10]([CH2:23][C:24]2[C:25]([Cl:31])=[CH:26][CH:27]=[CH:28][C:29]=2[Cl:30])[NH:9][C:8]=1[C:6]([OH:7])=[O:5])[C:16]1[CH:21]=[CH:20][CH:19]=[CH:18][CH:17]=1. Given the reactants C([O:5][C:6]([C:8]1[NH:9][C:10]([CH2:23][C:24]2[C:29]([Cl:30])=[CH:28][CH:27]=[CH:26][C:25]=2[Cl:31])=[N:11][C:12](=[O:22])[C:13]=1[O:14][CH2:15][C:16]1[CH:21]=[CH:20][CH:19]=[CH:18][CH:17]=1)=[O:7])(C)(C)C.[Li+].[OH-].O, predict the reaction product. (9) Given the reactants ClC1C=CC(B(O)O)=CC=1.C(=O)([O-])[O-].[K+].[K+].BrC1N=C(CN2CCCC2=O)SC=1.[Cl:30][C:31]1[CH:36]=[CH:35][C:34]([C:37]2[N:38]=[C:39]([CH2:52][N:53]3[CH2:57][CH2:56][CH2:55][C:54]3=[O:58])[S:40][C:41]=2C2C=CC(S(N)(=O)=O)=CC=2)=[CH:33][CH:32]=1, predict the reaction product. The product is: [Cl:30][C:31]1[CH:36]=[CH:35][C:34]([C:37]2[N:38]=[C:39]([CH2:52][N:53]3[CH2:57][CH2:56][CH2:55][C:54]3=[O:58])[S:40][CH:41]=2)=[CH:33][CH:32]=1.